Dataset: Full USPTO retrosynthesis dataset with 1.9M reactions from patents (1976-2016). Task: Predict the reactants needed to synthesize the given product. (1) Given the product [CH:1]1([NH:4][C:5](=[O:6])[C:7]2[CH:12]=[C:11]([C:13]3[CH:14]=[C:15]4[C:19](=[CH:20][CH:21]=3)[N:18]([CH2:22][C:23](=[O:25])[NH:36][CH2:29][C:30]3[CH:35]=[CH:34][CH:33]=[CH:32][CH:31]=3)[N:17]=[CH:16]4)[C:10]([CH3:27])=[C:9]([F:28])[CH:8]=2)[CH2:2][CH2:3]1, predict the reactants needed to synthesize it. The reactants are: [CH:1]1([NH:4][C:5]([C:7]2[CH:8]=[C:9]([F:28])[C:10]([CH3:27])=[C:11]([C:13]3[CH:14]=[C:15]4[C:19](=[CH:20][CH:21]=3)[N:18]([CH2:22][C:23]([O:25]C)=O)[N:17]=[CH:16]4)[CH:12]=2)=[O:6])[CH2:3][CH2:2]1.[CH2:29]([NH2:36])[C:30]1[CH:35]=[CH:34][CH:33]=[CH:32][CH:31]=1. (2) Given the product [NH2:1][C:2](=[O:29])[C@@H:3]([NH:12][C:13]([C:15]1([NH:21][C:22](=[O:28])[O:23][C:24]([CH3:27])([CH3:26])[CH3:25])[CH2:20][CH2:19][O:18][CH2:17][CH2:16]1)=[O:14])[CH2:4][C:5]1[CH:10]=[CH:9][C:8]([C:40]2[CH:41]=[CH:42][C:37]([S:34]([N:30]3[CH2:31][CH2:32][CH2:33]3)(=[O:36])=[O:35])=[CH:38][CH:39]=2)=[CH:7][CH:6]=1, predict the reactants needed to synthesize it. The reactants are: [NH2:1][C:2](=[O:29])[C@@H:3]([NH:12][C:13]([C:15]1([NH:21][C:22](=[O:28])[O:23][C:24]([CH3:27])([CH3:26])[CH3:25])[CH2:20][CH2:19][O:18][CH2:17][CH2:16]1)=[O:14])[CH2:4][C:5]1[CH:10]=[CH:9][C:8](I)=[CH:7][CH:6]=1.[N:30]1([S:34]([C:37]2[CH:42]=[CH:41][C:40](B(O)O)=[CH:39][CH:38]=2)(=[O:36])=[O:35])[CH2:33][CH2:32][CH2:31]1.C(=O)([O-])[O-].[Na+].[Na+]. (3) Given the product [Br:1][C:2]1[CH:7]=[CH:6][CH:5]=[CH:4][C:3]=1[C:8]1[C:19]([O:20][S:28]([C:31]([F:34])([F:33])[F:32])(=[O:30])=[O:29])=[N:18][C:11]2[N:12]=[C:13]([S:16][CH3:17])[N:14]=[CH:15][C:10]=2[CH:9]=1, predict the reactants needed to synthesize it. The reactants are: [Br:1][C:2]1[CH:7]=[CH:6][CH:5]=[CH:4][C:3]=1[C:8]1[C:19](=[O:20])[NH:18][C:11]2[N:12]=[C:13]([S:16][CH3:17])[N:14]=[CH:15][C:10]=2[CH:9]=1.C1C=CC(N([S:28]([C:31]([F:34])([F:33])[F:32])(=[O:30])=[O:29])[S:28]([C:31]([F:34])([F:33])[F:32])(=[O:30])=[O:29])=CC=1. (4) Given the product [NH2:1][C:2]1[N:6]([C:7]2[CH:12]=[C:11]([S:13][CH2:14][C:15]([F:18])([F:17])[F:16])[C:10]([CH3:19])=[CH:9][C:8]=2[F:20])[N:5]=[C:4]([O:21][C:22]([F:30])([F:31])[CH:23]([F:29])[O:24][C:25]([F:26])([F:27])[F:28])[C:3]=1[Cl:32], predict the reactants needed to synthesize it. The reactants are: [NH2:1][C:2]1[N:6]([C:7]2[CH:12]=[C:11]([S:13][CH2:14][C:15]([F:18])([F:17])[F:16])[C:10]([CH3:19])=[CH:9][C:8]=2[F:20])[N:5]=[C:4]([O:21][C:22]([F:31])([F:30])[CH:23]([F:29])[O:24][C:25]([F:28])([F:27])[F:26])[CH:3]=1.[Cl:32]N1C(=O)CCC1=O. (5) Given the product [CH2:1]([O:3][C:4](=[O:20])[C:5]1[CH:10]=[CH:9][C:8]([NH:11][C:12]2([C:18](=[O:21])[NH2:19])[CH2:13][CH2:14][CH2:15][CH2:16][CH2:17]2)=[CH:7][CH:6]=1)[CH3:2], predict the reactants needed to synthesize it. The reactants are: [CH2:1]([O:3][C:4](=[O:20])[C:5]1[CH:10]=[CH:9][C:8]([NH:11][C:12]2([C:18]#[N:19])[CH2:17][CH2:16][CH2:15][CH2:14][CH2:13]2)=[CH:7][CH:6]=1)[CH3:2].[OH-:21].[Na+]. (6) The reactants are: [CH:1]1([C:5]2[C:6]([C:12]3[CH:17]=[CH:16][C:15]([O:18][CH:19]4[CH2:24][CH2:23][CH2:22][CH2:21][CH2:20]4)=[CH:14][CH:13]=3)=[CH:7][C:8](=O)[NH:9][N:10]=2)[CH2:4][CH2:3][CH2:2]1.P(Cl)(Cl)([Cl:27])=O. Given the product [Cl:27][C:8]1[N:9]=[N:10][C:5]([CH:1]2[CH2:4][CH2:3][CH2:2]2)=[C:6]([C:12]2[CH:17]=[CH:16][C:15]([O:18][CH:19]3[CH2:24][CH2:23][CH2:22][CH2:21][CH2:20]3)=[CH:14][CH:13]=2)[CH:7]=1, predict the reactants needed to synthesize it. (7) Given the product [CH2:1]([C:3]1[CH:4]=[CH:5][C:6]([I:13])=[C:7]([CH2:9][C:10]([Cl:21])=[O:11])[CH:8]=1)[CH3:2], predict the reactants needed to synthesize it. The reactants are: [CH2:1]([C:3]1[CH:4]=[CH:5][C:6]([I:13])=[C:7]([CH2:9][C:10](O)=[O:11])[CH:8]=1)[CH3:2].CN(C=O)C.S(Cl)([Cl:21])=O. (8) The reactants are: [NH2:1][C:2]1[CH:3]=[C:4]([NH:9]C(=O)C)[CH:5]=[CH:6][C:7]=1[CH3:8].[Cl:13][C:14]1[N:19]=[C:18]([N:20]2[CH2:25][CH2:24][O:23][CH2:22][CH2:21]2)[CH:17]=[CH:16][N:15]=1.O. Given the product [ClH:13].[CH3:8][C:7]1[C:2]([NH:1][C:14]2[N:19]=[C:18]([N:20]3[CH2:25][CH2:24][O:23][CH2:22][CH2:21]3)[CH:17]=[CH:16][N:15]=2)=[CH:3][C:4]([NH2:9])=[CH:5][CH:6]=1, predict the reactants needed to synthesize it. (9) Given the product [CH3:1][O:2][C:3](=[O:45])[NH:4][C@H:5]([C:19](=[O:44])[NH:20][CH2:21][CH2:22][CH2:23][CH2:24][C@H:25]([N:28]([S:33]([C:36]1[CH:41]=[CH:40][C:39]([NH2:42])=[C:38]([F:43])[CH:37]=1)(=[O:34])=[O:35])[CH2:29][CH:30]([CH3:32])[CH3:31])[CH2:26][O:27][P:73]([O:72][CH2:71][CH3:70])([O:75][CH2:104][CH3:105])=[O:76])[CH:6]([C:7]1[CH:8]=[CH:9][CH:10]=[CH:11][CH:12]=1)[C:13]1[CH:18]=[CH:17][CH:16]=[CH:15][CH:14]=1, predict the reactants needed to synthesize it. The reactants are: [CH3:1][O:2][C:3](=[O:45])[NH:4][CH:5]([C:19](=[O:44])[NH:20][CH2:21][CH2:22][CH2:23][CH2:24][CH:25]([N:28]([S:33]([C:36]1[CH:41]=[CH:40][C:39]([NH2:42])=[C:38]([F:43])[CH:37]=1)(=[O:35])=[O:34])[CH2:29][CH:30]([CH3:32])[CH3:31])[CH2:26][OH:27])[CH:6]([C:13]1[CH:18]=[CH:17][CH:16]=[CH:15][CH:14]=1)[C:7]1[CH:12]=[CH:11][CH:10]=[CH:9][CH:8]=1.COC(=O)N[C@H](C(=O)NCCCC[C@H:70](N(S(C1C=CC(N)=CC=1)(=O)=O)CC(C)C)[CH2:71][O:72][P:73]([OH:76])([OH:75])=O)C(C1C=CC=CC=1)C1C=CC=CC=1.[B-](F)(F)(F)F.[B-](F)(F)(F)F.[CH2:104]1[N+]2(CCl)CC[N+](F)(CC2)[CH2:105]1. (10) Given the product [CH2:1]([O:19][C:12]1[CH:11]=[C:10]([O:27][CH2:28][C:29]2[CH:34]=[CH:33][CH:32]=[CH:31][CH:30]=2)[C:9]([C:6]([CH3:35])=[CH2:7])=[CH:18][C:13]=1[C:14]([O:16][CH3:17])=[O:15])[C:2]1[CH:40]=[CH:39][CH:38]=[CH:4][CH:3]=1, predict the reactants needed to synthesize it. The reactants are: [CH2:1]([Li])[CH2:2][CH2:3][CH3:4].[C:6]([C:9]1[C:10]([O:27][CH2:28][C:29]2[CH:34]=[CH:33][CH:32]=[CH:31][CH:30]=2)=[CH:11][C:12]([O:19]CC2C=CC=CC=2)=[C:13]([CH:18]=1)[C:14]([O:16][CH3:17])=[O:15])(=O)[CH3:7].[CH3:35]O.O1C[CH2:40][CH2:39][CH2:38]1.